Dataset: Full USPTO retrosynthesis dataset with 1.9M reactions from patents (1976-2016). Task: Predict the reactants needed to synthesize the given product. (1) Given the product [N:1]([CH2:6][C:7]1[O:11][C:10]([C:12]2[CH:17]=[CH:16][C:15]([C:18]3[C:23]([CH3:24])=[C:22]([F:25])[CH:21]=[C:20]([C:26]([NH:28][CH:29]4[CH2:30][CH2:31]4)=[O:27])[CH:19]=3)=[CH:14][CH:13]=2)=[N:9][N:8]=1)=[N+:2]=[N-:3], predict the reactants needed to synthesize it. The reactants are: [N-:1]=[N+:2]=[N-:3].[Na+].Cl[CH2:6][C:7]1[O:11][C:10]([C:12]2[CH:17]=[CH:16][C:15]([C:18]3[C:23]([CH3:24])=[C:22]([F:25])[CH:21]=[C:20]([C:26]([NH:28][CH:29]4[CH2:31][CH2:30]4)=[O:27])[CH:19]=3)=[CH:14][CH:13]=2)=[N:9][N:8]=1. (2) Given the product [C:10]([C:9]1[CH:12]=[CH:13][C:6]([CH:4]([N:21]([CH3:23])[CH2:20][C:19]([O:18][C:14]([CH3:17])([CH3:16])[CH3:15])=[O:22])[CH2:3][O:2][CH3:1])=[CH:7][CH:8]=1)#[N:11], predict the reactants needed to synthesize it. The reactants are: [CH3:1][O:2][CH2:3][C:4]([C:6]1[CH:13]=[CH:12][C:9]([C:10]#[N:11])=[CH:8][CH:7]=1)=O.[C:14]([O:18][C:19](=[O:22])[CH2:20][NH2:21])([CH3:17])([CH3:16])[CH3:15].[C:23]([BH3-])#N.[Na+].C(O)(=O)C.C=O. (3) Given the product [C:10]1([CH3:20])[CH:15]=[CH:14][C:13]([S:16]([N:1]2[CH:5]=[CH:4][C:3]([CH:6]=[O:7])=[N:2]2)(=[O:18])=[O:17])=[CH:12][CH:11]=1, predict the reactants needed to synthesize it. The reactants are: [NH:1]1[CH:5]=[CH:4][C:3]([CH:6]=[O:7])=[N:2]1.[H-].[Na+].[C:10]1([CH3:20])[CH:15]=[CH:14][C:13]([S:16](Cl)(=[O:18])=[O:17])=[CH:12][CH:11]=1. (4) Given the product [Br:1][C:2]1[CH:3]=[CH:4][C:5]([S:8]([CH3:9])(=[O:11])=[O:10])=[N:6][CH:7]=1, predict the reactants needed to synthesize it. The reactants are: [Br:1][C:2]1[CH:3]=[CH:4][C:5]([S:8][CH3:9])=[N:6][CH:7]=1.[OH2:10].[OH2:11].O.O.O.O.C(O[O-])(=O)C1C(=CC=CC=1)C([O-])=O.[Mg+2]. (5) Given the product [CH2:42]([NH:44][C:39]([C@@:20]1([CH3:19])[CH2:24][CH2:23][N:22]([CH2:25][C:26]2[CH:31]=[CH:30][CH:29]=[C:28]([O:32][C:33]3[CH:38]=[CH:37][CH:36]=[CH:35][CH:34]=3)[CH:27]=2)[CH2:21]1)=[O:40])[CH3:43], predict the reactants needed to synthesize it. The reactants are: C(P1(=O)OP(CCC)(=O)OP(CCC)(=O)O1)CC.[CH3:19][C:20]1([C:39](O)=[O:40])[CH2:24][CH2:23][N:22]([CH2:25][C:26]2[CH:31]=[CH:30][CH:29]=[C:28]([O:32][C:33]3[CH:38]=[CH:37][CH:36]=[CH:35][CH:34]=3)[CH:27]=2)[CH2:21]1.[CH2:42]([NH2:44])[CH3:43]. (6) Given the product [NH2:1][C:2]1[C:3]([CH2:4][OH:5])=[C:11]([NH:36][CH2:37][CH2:38][NH:39][C:40](=[O:41])[O:42][C:43]([CH3:45])([CH3:46])[CH3:44])[CH:12]=[C:13]([C:15]2[C:20]([O:21][CH2:22][C:23]3[CH:24]=[CH:25][C:26]([O:29][CH3:30])=[CH:27][CH:28]=3)=[CH:19][CH:18]=[CH:17][C:16]=2[O:31][CH2:32][CH:33]2[CH2:34][CH2:35]2)[N:14]=1, predict the reactants needed to synthesize it. The reactants are: [NH2:1][C:2]1[N:14]=[C:13]([C:15]2[C:20]([O:21][CH2:22][C:23]3[CH:28]=[CH:27][C:26]([O:29][CH3:30])=[CH:25][CH:24]=3)=[CH:19][CH:18]=[CH:17][C:16]=2[O:31][CH2:32][CH:33]2[CH2:35][CH2:34]2)[CH:12]=[C:11]([NH:36][CH2:37][CH2:38][NH:39][C:40]([O:42][C:43]([CH3:46])([CH3:45])[CH3:44])=[O:41])[C:3]=1[C:4](OC(C)(C)C)=[O:5].COCCO[AlH2-]OCCOC.[Na+]. (7) Given the product [CH3:1][C:2]1[N:6]([CH:7]([CH3:9])[CH3:8])[C:5]([C:10]2[CH:15]=[CH:14][N:13]=[C:12]([NH:16][CH:17]3[CH2:18][CH2:19][N:20]([CH:23]([CH3:24])[CH3:27])[CH2:21][CH2:22]3)[N:11]=2)=[CH:4][N:3]=1, predict the reactants needed to synthesize it. The reactants are: [CH3:1][C:2]1[N:6]([CH:7]([CH3:9])[CH3:8])[C:5]([C:10]2[CH:15]=[CH:14][N:13]=[C:12]([NH:16][CH:17]3[CH2:22][CH2:21][NH:20][CH2:19][CH2:18]3)[N:11]=2)=[CH:4][N:3]=1.[C:23](O)(=O)[CH3:24].[CH2:27](Cl)Cl.C(O[BH-](OC(=O)C)OC(=O)C)(=O)C.[Na+]. (8) The reactants are: N[C:2]1[CH:3]=[CH:4][CH:5]=[C:6]2[C:10]=1[C:9](=[O:11])[N:8]([CH3:12])[CH:7]2[CH3:13].N([O-])=[O:15].[Na+].[Na+].[Cl-]. Given the product [OH:15][C:2]1[CH:3]=[CH:4][CH:5]=[C:6]2[C:10]=1[C:9](=[O:11])[N:8]([CH3:12])[CH:7]2[CH3:13], predict the reactants needed to synthesize it. (9) Given the product [CH3:24][C:21]([O:25][C:26]([NH:28][C@@H:29]1[CH2:33][CH2:32][N:31]([CH2:34][C:2]2[C:12]([O:13][C:14]([F:17])([F:16])[F:15])=[CH:11][C:5]([C:6]([O:8][CH2:9][CH3:10])=[O:7])=[C:4]([N+:18]([O-:20])=[O:19])[CH:3]=2)[CH2:30]1)=[O:27])([CH3:22])[CH3:23], predict the reactants needed to synthesize it. The reactants are: Br[C:2]1[C:12]([O:13][C:14]([F:17])([F:16])[F:15])=[CH:11][C:5]([C:6]([O:8][CH2:9][CH3:10])=[O:7])=[C:4]([N+:18]([O-:20])=[O:19])[CH:3]=1.[C:21]([O:25][C:26]([NH:28][C@@H:29]1[CH2:33][CH2:32][N:31]([CH2:34][B-](F)(F)F)[CH2:30]1)=[O:27])([CH3:24])([CH3:23])[CH3:22].[K+].C(=O)([O-])[O-].[K+].[K+].C(OCC)(=O)C.